Regression/Classification. Given a drug SMILES string, predict its absorption, distribution, metabolism, or excretion properties. Task type varies by dataset: regression for continuous measurements (e.g., permeability, clearance, half-life) or binary classification for categorical outcomes (e.g., BBB penetration, CYP inhibition). Dataset: cyp1a2_veith. From a dataset of CYP1A2 inhibition data for predicting drug metabolism from PubChem BioAssay. (1) The drug is CCOCCN1CCC(OC(C)=O)C(C)C1.Cl. The result is 0 (non-inhibitor). (2) The molecule is Cc1cccc(NC(=O)CSc2nnc(-c3ccco3)c(-c3ccco3)n2)c1C. The result is 1 (inhibitor). (3) The drug is COC1=CC(=O)O[C@@H](/C=C\c2ccccc2)C1. The result is 1 (inhibitor). (4) The compound is O=C(O)[C@@H](O)[C@@H](O)[C@@H](O[C@H]1O[C@@H](CO)[C@@H](O)[C@@H](O)[C@@H]1O)[C@@H](O)CO. The result is 0 (non-inhibitor). (5) The compound is O=C(Nc1ccccc1)N1CCCC2(CCN(C(=O)c3cccc(F)c3)CC2)C1. The result is 1 (inhibitor).